Dataset: Full USPTO retrosynthesis dataset with 1.9M reactions from patents (1976-2016). Task: Predict the reactants needed to synthesize the given product. (1) Given the product [CH3:27][C:28]1[C:32]([CH2:33][O:34][C:35]2[CH:36]=[CH:37][C:38]([S:41]([NH:8][C:7]3[C:2]([CH3:1])=[N:3][C:4]([CH:9]4[CH2:13][CH2:12][N:11]([CH2:14][C:15]5[CH:20]=[CH:19][CH:18]=[CH:17][CH:16]=5)[CH2:10]4)=[CH:5][CH:6]=3)(=[O:43])=[O:42])=[CH:39][CH:40]=2)=[C:31]([CH3:45])[O:30][N:29]=1, predict the reactants needed to synthesize it. The reactants are: [CH3:1][C:2]1[C:7]([NH2:8])=[CH:6][CH:5]=[C:4]([CH:9]2[CH2:13][CH2:12][N:11]([CH2:14][C:15]3[CH:20]=[CH:19][CH:18]=[CH:17][CH:16]=3)[CH2:10]2)[N:3]=1.N1C=CC=CC=1.[CH3:27][C:28]1[C:32]([CH2:33][O:34][C:35]2[CH:40]=[CH:39][C:38]([S:41](Cl)(=[O:43])=[O:42])=[CH:37][CH:36]=2)=[C:31]([CH3:45])[O:30][N:29]=1. (2) Given the product [CH2:1]([O:8][C:9](=[O:27])[C@@:10]1([C:16](=[O:26])[NH:17][C:18]2[CH:23]=[C:22]([Cl:24])[CH:21]=[C:20]([Cl:25])[CH:19]=2)[CH2:14][C@@H:13]([O:15][Si:33]([C:36]([CH3:39])([CH3:38])[CH3:37])([CH3:35])[CH3:34])[CH2:12][NH:11]1)[C:2]1[CH:7]=[CH:6][CH:5]=[CH:4][CH:3]=1, predict the reactants needed to synthesize it. The reactants are: [CH2:1]([O:8][C:9](=[O:27])[C@@:10]1([C:16](=[O:26])[NH:17][C:18]2[CH:23]=[C:22]([Cl:24])[CH:21]=[C:20]([Cl:25])[CH:19]=2)[CH2:14][C@@H:13]([OH:15])[CH2:12][NH:11]1)[C:2]1[CH:7]=[CH:6][CH:5]=[CH:4][CH:3]=1.N1C=CN=C1.[Si:33](Cl)([C:36]([CH3:39])([CH3:38])[CH3:37])([CH3:35])[CH3:34]. (3) Given the product [CH3:22][N:23]([CH2:2][C:3]1[CH:8]=[CH:7][C:6]([N:9]2[C:17]3[CH2:16][CH2:15][CH2:14][CH2:13][C:12]=3[C:11]([C:18]([F:21])([F:20])[F:19])=[N:10]2)=[CH:5][CH:4]=1)[S:24]([CH3:27])(=[O:26])=[O:25], predict the reactants needed to synthesize it. The reactants are: Cl[CH2:2][C:3]1[CH:8]=[CH:7][C:6]([N:9]2[C:17]3[CH2:16][CH2:15][CH2:14][CH2:13][C:12]=3[C:11]([C:18]([F:21])([F:20])[F:19])=[N:10]2)=[CH:5][CH:4]=1.[CH3:22][NH:23][S:24]([CH3:27])(=[O:26])=[O:25]. (4) Given the product [F:2][C:3]1[CH:4]=[N:5][N:6]([C:8]2[N:10]=[C:17]([OH:16])[C:18]([C:19]([O:21][CH2:22][CH3:23])=[O:20])=[CH:24][N:9]=2)[CH:7]=1, predict the reactants needed to synthesize it. The reactants are: Cl.[F:2][C:3]1[CH:4]=[N:5][N:6]([C:8]([NH2:10])=[NH:9])[CH:7]=1.C[O-].[Na+].C([O:16][CH:17]=[C:18]([C:24](OCC)=O)[C:19]([O:21][CH2:22][CH3:23])=[O:20])C. (5) Given the product [O:11]=[C:4]1[C:5]2[C:10](=[CH:9][CH:8]=[CH:7][CH:6]=2)[C:2](=[O:1])[N:3]1[CH2:12][CH2:13][NH:23][C@H:22]([C:21]([O:20][C:16]([CH3:19])([CH3:18])[CH3:17])=[O:28])[C:24]([CH3:27])([CH3:25])[CH3:26], predict the reactants needed to synthesize it. The reactants are: [O:1]=[C:2]1[C:10]2[C:5](=[CH:6][CH:7]=[CH:8][CH:9]=2)[C:4](=[O:11])[N:3]1[CH2:12][CH:13]=O.Cl.[C:16]([O:20][C:21](=[O:28])[C@H:22]([C:24]([CH3:27])([CH3:26])[CH3:25])[NH2:23])([CH3:19])([CH3:18])[CH3:17].[Na]. (6) Given the product [F:1][C:2]1[C:7]([B:41]([OH:46])[OH:42])=[CH:6][CH:5]=[C:4]([O:8][CH2:9][CH2:10][O:11][CH3:12])[N:3]=1, predict the reactants needed to synthesize it. The reactants are: [F:1][C:2]1[CH:7]=[CH:6][CH:5]=[C:4]([O:8][CH2:9][CH2:10][O:11][CH3:12])[N:3]=1.C([N-]C(C)C)(C)C.[Li+].CCCCCCC.O1CCCC1.C(C1C=CC=CC=1)C.[B:41](OC(C)C)([O:46]C(C)C)[O:42]C(C)C.FC1N=C(OCCOC)C(B(O)O)=CC=1. (7) Given the product [CH3:1][N:2]1[C:11]2[C:6](=[CH:7][C:8]([NH:12][C:19]([C:16]3[CH:17]=[CH:18][C:13]([C:22]4[CH:23]=[CH:24][CH:25]=[CH:26][CH:27]=4)=[CH:14][CH:15]=3)=[O:20])=[CH:9][CH:10]=2)[CH2:5][CH2:4][CH2:3]1, predict the reactants needed to synthesize it. The reactants are: [CH3:1][N:2]1[C:11]2[C:6](=[CH:7][C:8]([NH2:12])=[CH:9][CH:10]=2)[CH2:5][CH2:4][CH2:3]1.[C:13]1([C:22]2[CH:27]=[CH:26][CH:25]=[CH:24][CH:23]=2)[CH:18]=[CH:17][C:16]([C:19](O)=[O:20])=[CH:15][CH:14]=1.